From a dataset of Forward reaction prediction with 1.9M reactions from USPTO patents (1976-2016). Predict the product of the given reaction. (1) Given the reactants [CH2:1]([N:5]([S:19]([C:22]1[CH:27]=[CH:26][C:25]([CH3:28])=[CH:24][CH:23]=1)(=[O:21])=[O:20])[C@H:6]([C:16]([OH:18])=[O:17])[CH2:7][CH2:8][CH2:9][CH2:10][NH:11][C:12](=[O:15])[CH2:13]I)[CH:2]([CH3:4])[CH3:3].CCN(C(C)C)C(C)C.[CH2:38]([NH2:45])[C:39]1[CH:44]=[CH:43][CH:42]=[CH:41][CH:40]=1, predict the reaction product. The product is: [CH3:28][C:25]1[CH:26]=[CH:27][C:22]([S:19]([N:5]([C@H:6]([C:16]([OH:18])=[O:17])[CH2:7][CH2:8][CH2:9][CH2:10][NH:11][C:12]([CH2:13][NH:45][CH2:38][C:39]2[CH:44]=[CH:43][CH:42]=[CH:41][CH:40]=2)=[O:15])[CH2:1][CH:2]([CH3:4])[CH3:3])(=[O:21])=[O:20])=[CH:23][CH:24]=1. (2) Given the reactants [CH3:1][C:2]1([CH3:28])[C@@H:24]([OH:25])[CH2:23][CH2:22][C@@:21]2([CH3:26])[C@H:3]1[CH2:4][CH2:5][C:6]1[C:7]3[C@:17]([CH3:27])([CH2:18][CH2:19][C:20]=12)[C@@H:10]([C@H:11]([CH3:16])[CH2:12][CH2:13][CH2:14][OH:15])[CH2:9][CH:8]=3.C[N+]1([O-])CCOCC1.CCOCC, predict the reaction product. The product is: [O:25]=[C:24]1[CH2:23][CH2:22][C@@:21]2([CH3:26])[C@@H:3]([CH2:4][CH2:5][C:6]3[C:7]4[C@:17]([CH3:27])([CH2:18][CH2:19][C:20]=32)[C@@H:10]([C@H:11]([CH3:16])[CH2:12][CH2:13][CH:14]=[O:15])[CH2:9][CH:8]=4)[C:2]1([CH3:1])[CH3:28]. (3) Given the reactants [CH:1]([O:5][C:6]1[C:7]2[CH:14]=[CH:13][NH:12][C:8]=2[N:9]=[CH:10][N:11]=1)([CH2:3][CH3:4])[CH3:2].[I:15]N1C(=O)CCC1=O, predict the reaction product. The product is: [CH:1]([O:5][C:6]1[C:7]2[C:14]([I:15])=[CH:13][NH:12][C:8]=2[N:9]=[CH:10][N:11]=1)([CH2:3][CH3:4])[CH3:2].